Dataset: Reaction yield outcomes from USPTO patents with 853,638 reactions. Task: Predict the reaction yield, written as a fraction of the theoretical maximum amount of product (1.0 means a 100% yield; for example, 0.34 means a 34% yield). (1) The reactants are [I:1][C:2]1[CH:10]=[CH:9][CH:8]=[CH:7][C:3]=1C(O)=O.C1(P(N=[N+]=[N-])(C2C=CC=CC=2)=[O:18])C=CC=CC=1.C([N:30]([CH2:33]C)CC)C.[N+:35]([C:38]1[CH:39]=[CH:40][C:41]([NH2:45])=[C:42]([OH:44])[CH:43]=1)([O-:37])=[O:36]. The catalyst is CN(C=O)C. The product is [OH:44][C:42]1[CH:43]=[C:38]([N+:35]([O-:37])=[O:36])[CH:39]=[CH:40][C:41]=1[NH:45][C:33]([NH:30][C:3]1[CH:7]=[CH:8][CH:9]=[CH:10][C:2]=1[I:1])=[O:18]. The yield is 0.130. (2) The reactants are [CH3:1][O:2][C:3]1[CH:8]=[CH:7][C:6]([C:9]2[CH:10]=[CH:11][C:12](=[O:15])[NH:13][CH:14]=2)=[CH:5][CH:4]=1.[Cl:16][C:17]1[CH:22]=[CH:21][C:20]([CH2:23]Cl)=[CH:19][N:18]=1.C([O-])([O-])=O.[K+].[K+]. The catalyst is C1COCC1. The product is [Cl:16][C:17]1[N:18]=[CH:19][C:20]([CH2:23][N:13]2[CH:14]=[C:9]([C:6]3[CH:7]=[CH:8][C:3]([O:2][CH3:1])=[CH:4][CH:5]=3)[CH:10]=[CH:11][C:12]2=[O:15])=[CH:21][CH:22]=1. The yield is 0.750. (3) The reactants are [CH2:1]1[C:10]2[C:5](=[CH:6][CH:7]=[CH:8][CH:9]=2)[CH2:4][CH2:3][N:2]1[C:11]1[N:12]=[C:13]([C:21]#[N:22])[CH:14]=[C:15]2[CH:19]=[C:18]([CH3:20])[NH:17][C:16]=12.[CH2:23](Br)[CH:24]=[CH2:25]. No catalyst specified. The product is [CH2:25]([N:17]1[C:16]2=[C:11]([N:2]3[CH2:3][CH2:4][C:5]4[C:10](=[CH:9][CH:8]=[CH:7][CH:6]=4)[CH2:1]3)[N:12]=[C:13]([C:21]#[N:22])[CH:14]=[C:15]2[CH:19]=[C:18]1[CH3:20])[CH:24]=[CH2:23]. The yield is 0.790. (4) The reactants are C([O:8][C:9]1[CH:18]=[C:17]2[C:12]([C:13]([O:19][C:20]3[CH:21]=[C:22]4[C:26](=[CH:27][CH:28]=3)[NH:25][CH:24]=[CH:23]4)=[CH:14][CH:15]=[N:16]2)=[CH:11][C:10]=1[C:29]#[N:30])C1C=CC=CC=1. The catalyst is O1CCCC1.[C].[Pd]. The product is [C:29]([C:10]1[CH:11]=[C:12]2[C:17](=[CH:18][C:9]=1[OH:8])[N:16]=[CH:15][CH:14]=[C:13]2[O:19][C:20]1[CH:21]=[C:22]2[C:26](=[CH:27][CH:28]=1)[NH:25][CH:24]=[CH:23]2)#[N:30]. The yield is 0.791. (5) The reactants are C([O:3][C:4]([C:6]1[S:7][C:8]2[CH:9](CC)[CH2:10][O:11][C:12]3[CH:19]=[C:18]([F:20])[C:17]([Br:21])=[CH:16][C:13]=3[C:14]=2[N:15]=1)=[O:5])C.O1CCCC1.[Li+].[OH-].Cl. The catalyst is O. The product is [Br:21][C:17]1[C:18]([F:20])=[CH:19][C:12]2[O:11][CH2:10][CH2:9][C:8]3[S:7][C:6]([C:4]([OH:5])=[O:3])=[N:15][C:14]=3[C:13]=2[CH:16]=1. The yield is 0.800.